From a dataset of Catalyst prediction with 721,799 reactions and 888 catalyst types from USPTO. Predict which catalyst facilitates the given reaction. (1) Reactant: [Br:1][C:2]1[CH:7]=[CH:6][N:5]=[C:4]([C:8]([OH:10])=O)[CH:3]=1.C1C=CC2N(O)N=NC=2C=1.CCN=C=NCCCN(C)C.C(N(CC)CC)C.Cl.[C:40]([O:44][NH2:45])([CH3:43])([CH3:42])[CH3:41]. Product: [C:40]([O:44][NH:45][C:8]([C:4]1[CH:3]=[C:2]([Br:1])[CH:7]=[CH:6][N:5]=1)=[O:10])([CH3:43])([CH3:42])[CH3:41]. The catalyst class is: 4. (2) Reactant: [NH2:1][C@@H:2]([CH2:6][CH:7]=[CH2:8])[C:3]([OH:5])=[O:4].C([O-])(O)=O.[Na+].Cl[C:15]([O:17][CH3:18])=[O:16].Cl. Product: [CH3:18][O:17][C:15]([NH:1][C@@H:2]([CH2:6][CH:7]=[CH2:8])[C:3]([OH:5])=[O:4])=[O:16]. The catalyst class is: 809. (3) Reactant: F[C:2]1[CH:10]=[C:9]([Br:11])[CH:8]=[CH:7][C:3]=1[C:4]([OH:6])=O.S(Cl)(Cl)=O.[CH:16]1[CH:21]=[CH:20][CH:19]=[CH:18][CH:17]=1.[Cl-:22].[Cl-].[Cl-].[Al+3].Cl. Product: [Br:11][C:9]1[CH:8]=[CH:7][C:3]([C:4]([C:16]2[CH:21]=[CH:20][CH:19]=[CH:18][CH:17]=2)=[O:6])=[C:2]([Cl:22])[CH:10]=1. The catalyst class is: 3. (4) Reactant: [CH3:1][O:2][C:3](=[O:24])[CH2:4][CH2:5][CH2:6][CH2:7][CH2:8][O:9][C:10]1[CH:15]=[CH:14][C:13]([NH2:16])=[C:12]([NH:17][C:18]2[CH:23]=[CH:22][CH:21]=[CH:20][CH:19]=2)[CH:11]=1.[CH2:25]([O:27][C:28](OCC)(OCC)OCC)[CH3:26].[OH-].[Na+]. Product: [CH3:1][O:2][C:3](=[O:24])[CH2:4][CH2:5][CH2:6][CH2:7][CH2:8][O:9][C:10]1[CH:15]=[CH:14][C:13]2[N:16]=[C:28]([O:27][CH2:25][CH3:26])[N:17]([C:18]3[CH:19]=[CH:20][CH:21]=[CH:22][CH:23]=3)[C:12]=2[CH:11]=1. The catalyst class is: 15. (5) The catalyst class is: 48. Product: [CH3:1][C:2]12[C:3](=[O:20])[CH2:4][CH2:5][CH:6]1[CH:7]1[C:16]([CH2:17][CH2:18]2)=[C:15]([CH2:14][CH2:13][C:12]2([CH3:11])[O:23][CH2:22][CH2:21][O:19]2)[C:10](=[O:34])[CH2:9][O:8]1. Reactant: [CH3:1][C:2]12[CH2:18][CH2:17][C:16]3[CH:7]([O:8][CH2:9][C:10]4[C:15]=3[CH2:14][CH2:13][C:12](=[O:19])[CH:11]=4)[CH:6]1[CH2:5][CH2:4][C:3]2=[O:20].[CH2:21](O)[CH2:22][OH:23].Cl.[NH+]1C=CC=CC=1.C(OCC)(=[O:34])C.